Dataset: Reaction yield outcomes from USPTO patents with 853,638 reactions. Task: Predict the reaction yield, written as a fraction of the theoretical maximum amount of product (1.0 means a 100% yield; for example, 0.34 means a 34% yield). The reactants are [Br:1][C:2]1[CH:11]=[CH:10][C:9]2[N:8]=[CH:7][C:6]3[NH:12][CH2:13][CH2:14][O:15][C:5]=3[C:4]=2[CH:3]=1.C(N(C(C)C)C(C)C)C.ClCCl.[CH:28]1([C:31](Cl)=[O:32])[CH2:30][CH2:29]1. The catalyst is C(OCC)(=O)C. The product is [Br:1][C:2]1[CH:11]=[CH:10][C:9]2[N:8]=[CH:7][C:6]3[N:12]([C:31]([CH:28]4[CH2:30][CH2:29]4)=[O:32])[CH2:13][CH2:14][O:15][C:5]=3[C:4]=2[CH:3]=1. The yield is 0.600.